From a dataset of Kir2.1 potassium channel HTS with 301,493 compounds. Binary Classification. Given a drug SMILES string, predict its activity (active/inactive) in a high-throughput screening assay against a specified biological target. The drug is OC1(CCCCC1)C#Cc1c(oc2c1nccc2)c1ccc(OC)cc1. The result is 0 (inactive).